This data is from Reaction yield outcomes from USPTO patents with 853,638 reactions. The task is: Predict the reaction yield, written as a fraction of the theoretical maximum amount of product (1.0 means a 100% yield; for example, 0.34 means a 34% yield). (1) The reactants are [CH2:1]([C@:8]12[CH2:20][CH2:19][C@@:16]3([CH2:18][O:17]3)[CH2:15][C@H:14]1[CH2:13][CH2:12][CH2:11][N:10]1[CH:21]=[C:22]([C:24]([NH:26][C:27]3[C:28]([CH3:33])=[N:29][CH:30]=[CH:31][CH:32]=3)=[O:25])[CH:23]=[C:9]21)[C:2]1[CH:7]=[CH:6][CH:5]=[CH:4][CH:3]=1.[CH2:34]([C@@:41]12[CH2:53][CH2:52][C@:49]3([CH2:51][O:50]3)[CH2:48][C@@H:47]1[CH2:46][CH2:45][CH2:44][N:43]1[CH:54]=[C:55]([C:57]([NH:59][C:60]3[C:61]([CH3:66])=[N:62][CH:63]=[CH:64][CH:65]=3)=[O:58])[CH:56]=[C:42]21)[C:35]1[CH:40]=[CH:39][CH:38]=[CH:37][CH:36]=1.[CH3:67][Mg]Br. The catalyst is C1COCC1.[Cu]I. The product is [CH2:1]([C@:8]12[CH2:20][CH2:19][C@:16]([CH2:18][CH3:34])([OH:17])[CH2:15][C@H:14]1[CH2:13][CH2:12][CH2:11][N:10]1[CH:21]=[C:22]([C:24]([NH:26][C:27]3[C:28]([CH3:33])=[N:29][CH:30]=[CH:31][CH:32]=3)=[O:25])[CH:23]=[C:9]21)[C:2]1[CH:3]=[CH:4][CH:5]=[CH:6][CH:7]=1.[CH2:34]([C@@:41]12[CH2:53][CH2:52][C@@:49]([CH2:51][CH3:67])([OH:50])[CH2:48][C@@H:47]1[CH2:46][CH2:45][CH2:44][N:43]1[CH:54]=[C:55]([C:57]([NH:59][C:60]3[C:61]([CH3:66])=[N:62][CH:63]=[CH:64][CH:65]=3)=[O:58])[CH:56]=[C:42]21)[C:35]1[CH:36]=[CH:37][CH:38]=[CH:39][CH:40]=1. The yield is 0.900. (2) The reactants are [CH3:1][N:2]1[C:6]([C:7]([O:9]C)=[O:8])=[C:5]([C:11]([O:13][CH3:14])=[O:12])[N:4]=[C:3]1[CH3:15].[Li+].[OH-]. The catalyst is C1COCC1.CO. The product is [CH3:14][O:13][C:11]([C:5]1[N:4]=[C:3]([CH3:15])[N:2]([CH3:1])[C:6]=1[C:7]([OH:9])=[O:8])=[O:12]. The yield is 0.731. (3) The reactants are [CH3:1][O:2][C:3](=[O:32])[C:4]1[CH:9]=[CH:8][C:7]([CH2:10][N:11]2[CH:15]=[C:14]([C:16]3[CH:21]=[CH:20][C:19]([Cl:22])=[CH:18][C:17]=3[Cl:23])[N:13]=[C:12]2[CH2:24][C:25]2[CH:30]=[CH:29][C:28](Br)=[CH:27][CH:26]=2)=[CH:6][CH:5]=1.[CH3:33][S:34]([C:37]1[CH:42]=[CH:41][C:40](B(O)O)=[CH:39][CH:38]=1)(=[O:36])=[O:35]. No catalyst specified. The product is [CH3:1][O:2][C:3](=[O:32])[C:4]1[CH:9]=[CH:8][C:7]([CH2:10][N:11]2[CH:15]=[C:14]([C:16]3[CH:21]=[CH:20][C:19]([Cl:22])=[CH:18][C:17]=3[Cl:23])[N:13]=[C:12]2[CH2:24][C:25]2[CH:30]=[CH:29][C:28]([C:40]3[CH:41]=[CH:42][C:37]([S:34]([CH3:33])(=[O:36])=[O:35])=[CH:38][CH:39]=3)=[CH:27][CH:26]=2)=[CH:6][CH:5]=1. The yield is 0.610. (4) The reactants are F[C:2](F)(F)[C:3]([OH:5])=O.O=C1CC([O-])=C1.[CH:14]1([NH2+:20][CH:21]2[CH2:26][CH2:25][CH2:24][CH2:23]C2)[CH2:19]CCCC1.N1CCCCC1. The catalyst is O1CCOCC1. The product is [N:20]1([C:14]2[CH2:2][C:3](=[O:5])[CH:19]=2)[CH2:21][CH2:26][CH2:25][CH2:24][CH2:23]1. The yield is 0.660. (5) The reactants are C([O:5][C:6](=[O:42])[CH2:7][CH2:8][CH2:9][N:10]1[CH:14]=[C:13]([N:15]2[C:23]3[C:18](=[CH:19][CH:20]=[C:21]([Cl:25])[C:22]=3[F:24])[C:17]([S:26][C:27]3[C:28]([F:38])=[C:29]([CH:35]=[CH:36][CH:37]=3)[C:30]([O:32][CH2:33][CH3:34])=[O:31])=[C:16]2[CH:39]2[CH2:41][CH2:40]2)[CH:12]=[N:11]1)(C)(C)C. The catalyst is Cl.O1CCOCC1. The product is [Cl:25][C:21]1[C:22]([F:24])=[C:23]2[C:18]([C:17]([S:26][C:27]3[CH:37]=[CH:36][CH:35]=[C:29]([C:30]([O:32][CH2:33][CH3:34])=[O:31])[C:28]=3[F:38])=[C:16]([CH:39]3[CH2:40][CH2:41]3)[N:15]2[C:13]2[CH:12]=[N:11][N:10]([CH2:9][CH2:8][CH2:7][C:6]([OH:42])=[O:5])[CH:14]=2)=[CH:19][CH:20]=1. The yield is 0.560. (6) The reactants are [OH-:1].[K+].[CH3:3][C:4]1[N:8]([CH2:9][C:10]2[C:19]3[C:14](=[CH:15][CH:16]=[CH:17][CH:18]=3)[CH:13]=[CH:12][CH:11]=2)[C:7]2[CH:20]=[C:21]([N:26]3[CH2:31][CH2:30][O:29][CH2:28][CH2:27]3)[CH:22]=[C:23]([C:24]#[N:25])[C:6]=2[N:5]=1.OO. The catalyst is O.C1COCC1. The product is [CH3:3][C:4]1[N:8]([CH2:9][C:10]2[C:19]3[C:14](=[CH:15][CH:16]=[CH:17][CH:18]=3)[CH:13]=[CH:12][CH:11]=2)[C:7]2[CH:20]=[C:21]([N:26]3[CH2:31][CH2:30][O:29][CH2:28][CH2:27]3)[CH:22]=[C:23]([C:24]([NH2:25])=[O:1])[C:6]=2[N:5]=1. The yield is 0.720. (7) The reactants are [N:1]1[NH:2][N:3]=[N:4][C:5]=1[NH:6][C:7]([C:9]1[CH:10]=[CH:11][C:12]2[O:16][C:15]([C:17]([C:22]3[CH:27]=[CH:26][C:25]([O:28][CH2:29][C:30](=[O:35])[C:31]([CH3:34])([CH3:33])[CH3:32])=[C:24]([CH3:36])[CH:23]=3)([CH2:20][CH3:21])[CH2:18][CH3:19])=[CH:14][C:13]=2[CH:37]=1)=[O:8].[BH4-].[Na+]. The catalyst is C1COCC1. The product is [N:4]1[NH:3][N:2]=[N:1][C:5]=1[NH:6][C:7]([C:9]1[CH:10]=[CH:11][C:12]2[O:16][C:15]([C:17]([CH2:18][CH3:19])([C:22]3[CH:27]=[CH:26][C:25]([O:28][CH2:29][CH:30]([OH:35])[C:31]([CH3:33])([CH3:34])[CH3:32])=[C:24]([CH3:36])[CH:23]=3)[CH2:20][CH3:21])=[CH:14][C:13]=2[CH:37]=1)=[O:8]. The yield is 0.390. (8) The reactants are [F:1][C:2]1[C:3]([N:10]2[CH:27]=[C:13]3[C:14]([NH:19][C:20]4[CH:25]=[C:24]([CH3:26])[N:23]=[CH:22][N:21]=4)=[N:15][CH:16]=[C:17]([F:18])[C:12]3=[N:11]2)=[C:4]([CH:7]=[CH:8][CH:9]=1)[C:5]#[N:6].[ClH:28]. The catalyst is CC(O)C. The product is [ClH:28].[F:1][C:2]1[C:3]([N:10]2[CH:27]=[C:13]3[C:14]([NH:19][C:20]4[CH:25]=[C:24]([CH3:26])[N:23]=[CH:22][N:21]=4)=[N:15][CH:16]=[C:17]([F:18])[C:12]3=[N:11]2)=[C:4]([CH:7]=[CH:8][CH:9]=1)[C:5]#[N:6]. The yield is 1.00. (9) The reactants are [C:1]([C:5]1[CH:6]=[C:7]2[C:11](=[C:12]([C:16]3[CH:21]=[CH:20][CH:19]=[CH:18][CH:17]=3)[C:13]=1[O:14][CH3:15])[CH2:10][C:9]([CH3:22])=[CH:8]2)([CH3:4])([CH3:3])[CH3:2].[Li]CCCC.C1COCC1.[Cl:33][Si:34](Cl)([CH3:36])[CH3:35]. The catalyst is C1(C)C=CC=CC=1. The product is [C:1]([C:5]1[CH:6]=[C:7]2[C:11]([CH:10]=[C:9]([CH3:22])[CH:8]2[Si:34]([Cl:33])([CH3:36])[CH3:35])=[C:12]([C:16]2[CH:21]=[CH:20][CH:19]=[CH:18][CH:17]=2)[C:13]=1[O:14][CH3:15])([CH3:4])([CH3:2])[CH3:3]. The yield is 0.990.